From a dataset of Full USPTO retrosynthesis dataset with 1.9M reactions from patents (1976-2016). Predict the reactants needed to synthesize the given product. (1) Given the product [CH:1]1([N:6]2[CH2:11][CH2:10][N:9]([C:12]([C:14]3[CH:15]=[C:16]4[C:20](=[CH:21][CH:22]=3)[NH:19][C:18]([C:23]([N:25]3[CH2:30][CH2:29][S:28](=[O:32])(=[O:31])[CH2:27][CH2:26]3)=[O:24])=[CH:17]4)=[O:13])[CH2:8][CH2:7]2)[CH2:5][CH2:4][CH2:2]1, predict the reactants needed to synthesize it. The reactants are: [CH:1]1([N:6]2[CH2:11][CH2:10][N:9]([C:12]([C:14]3[CH:15]=[C:16]4[C:20](=[CH:21][CH:22]=3)[NH:19][C:18]([C:23]([N:25]3[CH2:30][CH2:29][S:28](=[O:32])(=[O:31])[CH2:27][CH2:26]3)=[O:24])=[CH:17]4)=[O:13])[CH2:8][CH2:7]2)[CH2:5][CH2:4]C[CH2:2]1.F[B-](F)(F)F.N1(OC(N(C)C)=[N+](C)C)C2C=CC=CC=2N=N1.C(N(CC)C(C)C)(C)C. (2) Given the product [Br:10][C:7]1[CH:8]=[C:3]([O:2][CH3:1])[CH:4]=[CH:5][C:6]=1[OH:9], predict the reactants needed to synthesize it. The reactants are: [CH3:1][O:2][C:3]1[CH:8]=[CH:7][C:6]([OH:9])=[CH:5][CH:4]=1.[Br:10]Br. (3) Given the product [Cl:65][C:21]1[CH:22]=[CH:23][C:18]([C@H:17]2[C@H:13]([N:10]([CH2:11][CH3:12])[C:9]([O:8][C:5]3[CH:4]=[CH:3][C:2]([F:1])=[CH:7][CH:6]=3)=[O:41])[CH2:14][N:15]([C:25]([CH:27]3[CH2:32][CH2:31][N:30]([C:33]4[CH:38]=[CH:37][C:36]([O:82][C:80](=[O:81])[CH3:77])=[CH:35][N:34]=4)[CH2:29][CH2:28]3)=[O:26])[CH2:16]2)=[CH:19][CH:20]=1, predict the reactants needed to synthesize it. The reactants are: [F:1][C:2]1[CH:7]=[CH:6][C:5]([O:8][C:9](=[O:41])[N:10]([C@H:13]2[C@H:17]([C:18]3[CH:23]=[CH:22][C:21](F)=[CH:20][CH:19]=3)[CH2:16][N:15]([C:25]([CH:27]3[CH2:32][CH2:31][N:30]([C:33]4[CH:38]=[CH:37][C:36](C#N)=[CH:35][N:34]=4)[CH2:29][CH2:28]3)=[O:26])[CH2:14]2)[CH2:11][CH3:12])=[CH:4][CH:3]=1.FC1C=CC(OC(=O)N([C@H]2[C@H](C3C=CC([Cl:65])=CC=3)CNC2)CC)=CC=1.OC1C=CC(N2CC[CH:77]([C:80]([OH:82])=[O:81])CC2)=NC=1.C(Cl)(=O)C. (4) Given the product [F:9][C:8]([F:11])([F:10])[C:7]1[C:2](=[O:16])[NH:3][CH:4]=[CH:5][CH:6]=1, predict the reactants needed to synthesize it. The reactants are: Cl[C:2]1[C:7]([C:8]([F:11])([F:10])[F:9])=[CH:6][CH:5]=[CH:4][N:3]=1.[OH-].[K+].CC(O)=[O:16]. (5) The reactants are: [CH3:1][S:2]([C:5]1[CH:33]=[CH:32][C:8]([O:9][C:10]2[C:11]([NH:23][C:24]3[CH:31]=[CH:30][C:27]([C:28]#[N:29])=[CH:26][N:25]=3)=[N:12][CH:13]=[C:14]([S:16][C:17]3[CH:22]=[CH:21][CH:20]=[CH:19][N:18]=3)[CH:15]=2)=[CH:7][CH:6]=1)(=[O:4])=[O:3].C([Sn]([N:47]=[N+:48]=[N-:49])(CCCC)CCCC)CCC. Given the product [CH3:1][S:2]([C:5]1[CH:6]=[CH:7][C:8]([O:9][C:10]2[C:11]([NH:23][C:24]3[CH:31]=[CH:30][C:27]([C:28]4[NH:49][N:48]=[N:47][N:29]=4)=[CH:26][N:25]=3)=[N:12][CH:13]=[C:14]([S:16][C:17]3[CH:22]=[CH:21][CH:20]=[CH:19][N:18]=3)[CH:15]=2)=[CH:32][CH:33]=1)(=[O:4])=[O:3], predict the reactants needed to synthesize it.